Dataset: Forward reaction prediction with 1.9M reactions from USPTO patents (1976-2016). Task: Predict the product of the given reaction. (1) Given the reactants [F:1][C:2]1[CH:7]=[CH:6][C:5]([C:8]([CH2:26][N:27]2[C:31]([CH3:32])=[CH:30][N:29]=[CH:28]2)=[CH:9][C:10]2[CH:19]=[CH:18][C:13]([C:14]([O:16]C)=[O:15])=[C:12]([C:20]3[CH:25]=[CH:24][CH:23]=[CH:22][CH:21]=3)[CH:11]=2)=[CH:4][CH:3]=1.[OH-].[Na+], predict the reaction product. The product is: [F:1][C:2]1[CH:7]=[CH:6][C:5]([C:8]([CH2:26][N:27]2[C:31]([CH3:32])=[CH:30][N:29]=[CH:28]2)=[CH:9][C:10]2[CH:19]=[CH:18][C:13]([C:14]([OH:16])=[O:15])=[C:12]([C:20]3[CH:25]=[CH:24][CH:23]=[CH:22][CH:21]=3)[CH:11]=2)=[CH:4][CH:3]=1. (2) Given the reactants Cl[C:2]1[C:3]2[NH:10][C:9]([CH3:11])=[C:8]([C:12]([O:14][CH2:15][CH3:16])=[O:13])[C:4]=2[N:5]=[CH:6][N:7]=1.[CH:17]1([CH2:20][O:21][C:22]2[CH:27]=[CH:26][C:25]([CH:28]([CH3:30])[CH3:29])=[CH:24][C:23]=2B2OC(C)(C)C(C)(C)O2)[CH2:19][CH2:18]1, predict the reaction product. The product is: [CH:17]1([CH2:20][O:21][C:22]2[CH:23]=[CH:24][C:25]([CH:28]([CH3:30])[CH3:29])=[CH:26][C:27]=2[C:2]2[C:3]3[NH:10][C:9]([CH3:11])=[C:8]([C:12]([O:14][CH2:15][CH3:16])=[O:13])[C:4]=3[N:5]=[CH:6][N:7]=2)[CH2:18][CH2:19]1. (3) Given the reactants Br[C:2]1[CH:3]=[CH:4][C:5](=O)[C:6]2[C:14]=1[C:13]1[C:8](=[CH:9][CH:10]=[CH:11][CH:12]=1)[C:7]=2Br.C([O-])([O-])=O.[K+].[K+].[C:23]1([SH:29])[CH:28]=[CH:27][CH:26]=[CH:25][CH:24]=1.[OH2:30], predict the reaction product. The product is: [C:23]1([S:29][C:10]2[CH:11]=[CH:12][C:13]3[C:14]4[C:6](=[CH:5][C:4]([S:29][C:23]5[CH:28]=[CH:27][CH:26]=[CH:25][CH:24]=5)=[CH:3][CH:2]=4)[C:7](=[O:30])[C:8]=3[CH:9]=2)[CH:28]=[CH:27][CH:26]=[CH:25][CH:24]=1. (4) The product is: [CH3:46][O:47][C:15]1[CH:14]=[CH:13][C:12]([NH:11][C:6]2[N:7]=[CH:8][CH:9]=[C:10]3[C:2]([C:32]4[CH:33]=[C:34]5[C:29](=[CH:30][CH:31]=4)[N:28]=[C:27]([NH:26][CH3:25])[N:36]=[CH:35]5)=[C:3]([CH3:24])[S:4][C:5]=23)=[CH:17][C:16]=1[C:18]([F:20])([F:21])[F:19]. Given the reactants Br[C:2]1[C:10]2[C:5](=[C:6]([NH:11][C:12]3[CH:17]=[C:16]([C:18]([F:21])([F:20])[F:19])[CH:15]=[C:14](OC)[CH:13]=3)[N:7]=[CH:8][CH:9]=2)[S:4][C:3]=1[CH3:24].[CH3:25][NH:26][C:27]1[N:36]=[CH:35][C:34]2[C:29](=[CH:30][CH:31]=[C:32](B3OC(C)(C)C(C)(C)O3)[CH:33]=2)[N:28]=1.[C:46](=O)([O-])[O-:47].[Na+].[Na+].CN(C=O)C, predict the reaction product. (5) Given the reactants [CH3:1][S:2]([C:5]1[CH:6]=[CH:7][C:8]([N:14]2[CH2:19][CH2:18][CH2:17][CH2:16][CH2:15]2)=[C:9]([CH:13]=1)[C:10]([OH:12])=O)(=[O:4])=[O:3].[N:20]1([C:26]2[CH:33]=[CH:32][C:29]([C:30]#[N:31])=[CH:28][N:27]=2)[CH2:25][CH2:24][NH:23][CH2:22][CH2:21]1.C(Cl)CCl.C1C=CC2N(O)N=NC=2C=1, predict the reaction product. The product is: [CH3:1][S:2]([C:5]1[CH:6]=[CH:7][C:8]([N:14]2[CH2:19][CH2:18][CH2:17][CH2:16][CH2:15]2)=[C:9]([C:10]([N:23]2[CH2:24][CH2:25][N:20]([C:26]3[N:27]=[CH:28][C:29]([C:30]#[N:31])=[CH:32][CH:33]=3)[CH2:21][CH2:22]2)=[O:12])[CH:13]=1)(=[O:3])=[O:4]. (6) Given the reactants Br[C:2]1[CH:3]=[C:4]([CH3:10])[C:5]([C:8]#[N:9])=[N:6][CH:7]=1.[B:11]1([B:11]2[O:15][C:14]([CH3:17])([CH3:16])[C:13]([CH3:19])([CH3:18])[O:12]2)[O:15][C:14]([CH3:17])([CH3:16])[C:13]([CH3:19])([CH3:18])[O:12]1.C([O-])(=O)C.[K+], predict the reaction product. The product is: [CH3:10][C:4]1[C:5]([C:8]#[N:9])=[N:6][CH:7]=[C:2]([B:11]2[O:15][C:14]([CH3:17])([CH3:16])[C:13]([CH3:19])([CH3:18])[O:12]2)[CH:3]=1. (7) Given the reactants [F:1][C:2]1[CH:3]=[CH:4][C:5]2[N:10]([C:11]3[CH:16]=[CH:15][CH:14]=[CH:13][C:12]=3[F:17])[S:9](=[O:19])(=[O:18])[CH:8]([CH2:20][CH2:21][CH2:22][NH:23][CH3:24])[CH2:7][C:6]=2[CH:25]=1.BrC1C=CC([F:33])=CC=1CCS(Cl)(=O)=O.FC1C=C(F)C=CC=1N.CN(C)CC, predict the reaction product. The product is: [F:17][C:12]1[CH:13]=[C:14]([F:33])[CH:15]=[CH:16][C:11]=1[N:10]1[C:5]2[CH:4]=[CH:3][C:2]([F:1])=[CH:25][C:6]=2[CH2:7][CH:8]([CH2:20][CH2:21][CH2:22][NH:23][CH3:24])[S:9]1(=[O:19])=[O:18]. (8) Given the reactants [Br:1][C:2]1N=[N:4][NH:5][CH:6]=1.[O:7]1[CH2:12][CH2:11][CH:10](OS(C2C=CC(C)=CC=2)(=O)=O)[CH2:9][CH2:8]1.[C:24](=O)([O-])[O-].[Cs+].[Cs+].CN(C)C=O, predict the reaction product. The product is: [Br:1][C:2]1[CH:24]=[N:4][N:5]([CH:10]2[CH2:11][CH2:12][O:7][CH2:8][CH2:9]2)[CH:6]=1.